This data is from Full USPTO retrosynthesis dataset with 1.9M reactions from patents (1976-2016). The task is: Predict the reactants needed to synthesize the given product. (1) Given the product [Cl:1][C:2]1[CH:3]=[C:4]2[C:8](=[CH:9][C:10]=1[Cl:11])[NH:7][C:6](/[CH:12]=[CH:13]/[CH:14]=[C:15](\[O:20][CH3:21])/[C:16]([OH:18])=[O:17])=[CH:5]2, predict the reactants needed to synthesize it. The reactants are: [Cl:1][C:2]1[CH:3]=[C:4]2[C:8](=[CH:9][C:10]=1[Cl:11])[NH:7][C:6](/[CH:12]=[CH:13]/[CH:14]=[C:15](\[O:20][CH3:21])/[C:16]([O:18]C)=[O:17])=[CH:5]2.[OH-].[K+].O.Cl. (2) Given the product [NH2:1][C:2]1[N:6]([C:7]2[CH:12]=[CH:11][C:10]([F:13])=[CH:9][CH:8]=2)[N:5]=[CH:4][C:3]=1[C:15](=[O:24])[C:16]1[CH:21]=[CH:20][CH:19]=[C:18]([CH2:22][N:25]2[CH2:30][CH2:29][CH2:28][CH2:27][CH2:26]2)[CH:17]=1, predict the reactants needed to synthesize it. The reactants are: [NH2:1][C:2]1[N:6]([C:7]2[CH:12]=[CH:11][C:10]([F:13])=[CH:9][C:8]=2F)[N:5]=[CH:4][C:3]=1[C:15](=[O:24])[C:16]1[CH:21]=[CH:20][CH:19]=[C:18]([CH:22]=O)[CH:17]=1.[NH:25]1[CH2:30][CH2:29][CH2:28][CH2:27][CH2:26]1.C(O)(=O)C.C(O[BH-](OC(=O)C)OC(=O)C)(=O)C.[Na+]. (3) Given the product [C:1]([O:5][C:6](=[O:28])[CH2:7][CH2:8][CH2:9][N:10]1[C:14](=[O:15])[N:13]([CH2:16][C:17]([OH:19])=[O:18])[N:12]=[C:11]1[C:21]1[CH:22]=[CH:23][C:24]([Cl:27])=[CH:25][CH:26]=1)([CH3:4])([CH3:2])[CH3:3], predict the reactants needed to synthesize it. The reactants are: [C:1]([O:5][C:6](=[O:28])[CH2:7][CH2:8][CH2:9][N:10]1[C:14](=[O:15])[N:13]([CH2:16][C:17]([O:19]C)=[O:18])[N:12]=[C:11]1[C:21]1[CH:26]=[CH:25][C:24]([Cl:27])=[CH:23][CH:22]=1)([CH3:4])([CH3:3])[CH3:2].[OH-].[Li+].O. (4) Given the product [CH:1]1([NH:4][C:5]([C@H:7]2[O:8][C:17]([CH:18]([CH3:20])[CH3:19])=[N:21][C@H:9]2[CH2:10][C:11]2[CH:16]=[CH:15][CH:14]=[CH:13][CH:12]=2)=[O:6])[CH2:3][CH2:2]1, predict the reactants needed to synthesize it. The reactants are: [CH:1]1([NH:4][C:5]([C@@H:7]2[C@@H:9]([CH2:10][C:11]3[CH:16]=[CH:15][CH:14]=[CH:13][CH:12]=3)[O:8]2)=[O:6])[CH2:3][CH2:2]1.[C:17](#[N:21])[CH:18]([CH3:20])[CH3:19].C(=O)([O-])O.[Na+]. (5) Given the product [CH2:1]([S:3]([C:4]1[N:5]([C:14]2[CH:19]=[CH:18][C:17]([O:20][CH2:21][C:22]([F:25])([F:24])[F:23])=[CH:16][CH:15]=2)[C:32](=[O:33])[C:7]2[CH:12]=[CH:11][NH:10][C:8]=2[N:9]=1)(=[O:26])=[O:34])[CH3:2], predict the reactants needed to synthesize it. The reactants are: [CH2:1]([S:3][C:4]1[N:5]([C:14]2[CH:19]=[CH:18][C:17]([O:20][CH2:21][C:22]([F:25])([F:24])[F:23])=[CH:16][CH:15]=2)C(=O)[C:7]2[CH:12]=[CH:11][NH:10][C:8]=2[N:9]=1)[CH3:2].[OH:26]OS([O-])=O.[K+].[CH3:32][OH:33].[OH2:34]. (6) Given the product [C:30]([O:29][C:27]([N:24]1[CH2:25][CH2:26][C:21]([C:19]#[N:20])([CH2:39][C:38]2[CH:41]=[CH:42][C:35]([F:34])=[CH:36][CH:37]=2)[CH2:22][CH2:23]1)=[O:28])([CH3:33])([CH3:32])[CH3:31], predict the reactants needed to synthesize it. The reactants are: C(NC(C)C)(C)C.C([Li])CCC.CCCCCC.[C:19]([CH:21]1[CH2:26][CH2:25][N:24]([C:27]([O:29][C:30]([CH3:33])([CH3:32])[CH3:31])=[O:28])[CH2:23][CH2:22]1)#[N:20].[F:34][C:35]1[CH:42]=[CH:41][C:38]([CH2:39]Br)=[CH:37][CH:36]=1.